Dataset: NCI-60 drug combinations with 297,098 pairs across 59 cell lines. Task: Regression. Given two drug SMILES strings and cell line genomic features, predict the synergy score measuring deviation from expected non-interaction effect. (1) Drug 1: C1CN1P(=S)(N2CC2)N3CC3. Drug 2: CN1C(=O)N2C=NC(=C2N=N1)C(=O)N. Cell line: TK-10. Synergy scores: CSS=10.9, Synergy_ZIP=-3.69, Synergy_Bliss=-0.545, Synergy_Loewe=-5.89, Synergy_HSA=-1.90. (2) Drug 1: COC1=NC(=NC2=C1N=CN2C3C(C(C(O3)CO)O)O)N. Drug 2: COCCOC1=C(C=C2C(=C1)C(=NC=N2)NC3=CC=CC(=C3)C#C)OCCOC.Cl. Cell line: CAKI-1. Synergy scores: CSS=-1.26, Synergy_ZIP=-1.75, Synergy_Bliss=-5.86, Synergy_Loewe=-11.5, Synergy_HSA=-8.43.